From a dataset of Full USPTO retrosynthesis dataset with 1.9M reactions from patents (1976-2016). Predict the reactants needed to synthesize the given product. (1) Given the product [Cl:1][C:2]1[CH:3]=[C:4]([C:12]2([C:34]([F:35])([F:36])[F:37])[O:16][N:15]=[C:14]([C:17]3[CH:22]=[CH:21][C:20]([C:23]([N:25]4[CH2:30][C:29](=[O:31])[N:28]([CH2:41][CH2:40][C:39]([F:44])([F:43])[F:38])[C:27](=[O:32])[CH2:26]4)=[O:24])=[C:19]([CH3:33])[CH:18]=3)[CH2:13]2)[CH:5]=[C:6]([C:8]([F:11])([F:10])[F:9])[CH:7]=1, predict the reactants needed to synthesize it. The reactants are: [Cl:1][C:2]1[CH:3]=[C:4]([C:12]2([C:34]([F:37])([F:36])[F:35])[O:16][N:15]=[C:14]([C:17]3[CH:22]=[CH:21][C:20]([C:23]([N:25]4[CH2:30][C:29](=[O:31])[NH:28][C:27](=[O:32])[CH2:26]4)=[O:24])=[C:19]([CH3:33])[CH:18]=3)[CH2:13]2)[CH:5]=[C:6]([C:8]([F:11])([F:10])[F:9])[CH:7]=1.[F:38][C:39]([F:44])([F:43])[CH2:40][CH2:41]I.CN(C)C=O.C(=O)([O-])[O-].[K+].[K+]. (2) Given the product [O:1]=[CH:2][C:3](=[CH2:4])[CH3:5].[C:2]([OH:6])(=[O:1])[C:3]([CH3:4])=[CH2:5], predict the reactants needed to synthesize it. The reactants are: [O:1]=[CH:2][C:3](=[CH2:5])[CH3:4].[O:6]=O. (3) Given the product [F:63][C:37]1[C:36]([O:64][C:65]([F:68])([F:67])[F:66])=[C:35]([C:22]2[CH:21]=[CH:20][C:19]([C:17]3[N:18]=[C:14]([C@@H:4]4[CH2:3][C@H:2]([CH3:1])[CH2:6][N:5]4[C:7]([O:9][C:10]([CH3:11])([CH3:13])[CH3:12])=[O:8])[NH:15][CH:16]=3)=[CH:24][CH:23]=2)[CH:62]=[CH:61][C:38]=1[C:39](=[O:40])[NH:41][C:42]1[CH:43]=[N:44][C:45]([N:48]2[CH2:53][CH2:52][N:51]([C:54](=[O:59])[C:55]([CH3:58])([CH3:57])[CH3:56])[CH2:50][C@H:49]2[CH3:60])=[CH:46][CH:47]=1, predict the reactants needed to synthesize it. The reactants are: [CH3:1][C@@H:2]1[CH2:6][N:5]([C:7]([O:9][C:10]([CH3:13])([CH3:12])[CH3:11])=[O:8])[C@H:4]([C:14]2[NH:15][CH:16]=[C:17]([C:19]3[CH:24]=[CH:23][C:22](B4OC(C)(C)C(C)(C)O4)=[CH:21][CH:20]=3)[N:18]=2)[CH2:3]1.Br[C:35]1[CH:62]=[CH:61][C:38]([C:39]([NH:41][C:42]2[CH:43]=[N:44][C:45]([N:48]3[CH2:53][CH2:52][N:51]([C:54](=[O:59])[C:55]([CH3:58])([CH3:57])[CH3:56])[CH2:50][C@H:49]3[CH3:60])=[CH:46][CH:47]=2)=[O:40])=[C:37]([F:63])[C:36]=1[O:64][C:65]([F:68])([F:67])[F:66].C(=O)([O-])[O-].[K+].[K+]. (4) Given the product [OH:34][C:35]1[CH:40]=[CH:39][C:38]([S:41]([N:15]([C:12]2[CH:11]=[CH:10][C:9]([O:8][CH2:7][CH2:6][N:1]3[CH2:2][CH2:3][CH2:4][CH2:5]3)=[CH:14][CH:13]=2)[CH2:16][C:17]2[CH:22]=[CH:21][C:20]([O:23][CH:24]3[CH2:29][CH2:28][CH2:27][CH2:26][O:25]3)=[CH:19][CH:18]=2)(=[O:43])=[O:42])=[CH:37][CH:36]=1, predict the reactants needed to synthesize it. The reactants are: [N:1]1([CH2:6][CH2:7][O:8][C:9]2[CH:14]=[CH:13][C:12]([NH:15][CH2:16][C:17]3[CH:22]=[CH:21][C:20]([O:23][CH:24]4[CH2:29][CH2:28][CH2:27][CH2:26][O:25]4)=[CH:19][CH:18]=3)=[CH:11][CH:10]=2)[CH2:5][CH2:4][CH2:3][CH2:2]1.C(OC(=O)[O:34][C:35]1[CH:40]=[CH:39][C:38]([S:41](Cl)(=[O:43])=[O:42])=[CH:37][CH:36]=1)C.C(N(CC)CC)C.O. (5) Given the product [Cl:34][C:6]1[C:5]2[C:9](=[C:10]([CH3:15])[CH:11]=[C:12]([O:13][CH3:14])[C:4]=2[C:2]([C:16]2[NH:20][C:19]3[CH:21]=[CH:22][C:23]([C:25]#[N:26])=[CH:24][C:18]=3[N:17]=2)([OH:1])[CH3:3])[NH:8][CH:7]=1, predict the reactants needed to synthesize it. The reactants are: [OH:1][C:2]([C:16]1[NH:20][C:19]2[CH:21]=[CH:22][C:23]([C:25]#[N:26])=[CH:24][C:18]=2[N:17]=1)([C:4]1[C:12]([O:13][CH3:14])=[CH:11][C:10]([CH3:15])=[C:9]2[C:5]=1[CH:6]=[CH:7][NH:8]2)[CH3:3].C1C(=O)N([Cl:34])C(=O)C1. (6) The reactants are: [C:1]([O:5][C:6](=[O:24])[NH:7][CH2:8][CH2:9][C:10]1[CH:15]=[CH:14][C:13]([O:16][C:17]2[CH:22]=[CH:21][C:20]([F:23])=[CH:19][CH:18]=2)=[CH:12][CH:11]=1)([CH3:4])([CH3:3])[CH3:2].[H-].[Na+].[CH3:27]I. Given the product [C:1]([O:5][C:6](=[O:24])[N:7]([CH2:8][CH2:9][C:10]1[CH:15]=[CH:14][C:13]([O:16][C:17]2[CH:22]=[CH:21][C:20]([F:23])=[CH:19][CH:18]=2)=[CH:12][CH:11]=1)[CH3:27])([CH3:4])([CH3:2])[CH3:3], predict the reactants needed to synthesize it.